This data is from Reaction yield outcomes from USPTO patents with 853,638 reactions. The task is: Predict the reaction yield, written as a fraction of the theoretical maximum amount of product (1.0 means a 100% yield; for example, 0.34 means a 34% yield). The reactants are [O:1]=[S:2]1(=[O:45])[CH2:7][CH:6]=[C:5]([C:8]2[CH:13]=[CH:12][C:11]([N:14]3[CH2:18][C@H:17]([CH2:19][N:20]4[CH:24]=[C:23]([CH2:25]OP(OC5C=CC=CC=5)(OC5C=CC=CC=5)=O)[N:22]=[N:21]4)[O:16][C:15]3=[O:43])=[CH:10][C:9]=2[F:44])[CH2:4][CH2:3]1.[SH:46][C:47]1[NH:48][CH:49]=[CH:50][N:51]=1.[H-].[Na+]. The catalyst is CN(C=O)C. The product is [O:45]=[S:2]1(=[O:1])[CH2:7][CH:6]=[C:5]([C:8]2[CH:13]=[CH:12][C:11]([N:14]3[CH2:18][C@H:17]([CH2:19][N:20]4[CH:24]=[C:23]([CH2:25][S:46][C:47]5[NH:48][CH:49]=[CH:50][N:51]=5)[N:22]=[N:21]4)[O:16][C:15]3=[O:43])=[CH:10][C:9]=2[F:44])[CH2:4][CH2:3]1. The yield is 0.420.